From a dataset of Experimentally validated miRNA-target interactions with 360,000+ pairs, plus equal number of negative samples. Binary Classification. Given a miRNA mature sequence and a target amino acid sequence, predict their likelihood of interaction. The miRNA is cel-miR-1828 with sequence ACUGGAAGCAUUUAAGUGAUAGU. The protein sequence of the target gene is MTVLQEPVQAAIWQALNHYAYRDAVFLAERLYAEVHSEEALFLLATCYYRSGKAYKAYRLLKGHSCTTPQCKYLLAKCCVDLSKLAEGEQILSGGVFNKQKSHDDLVTEFGDSACFTLSLLGHVYCKTDRLAKGSECYQKSLSLNPFLWSPFESLCEIGEKPDPDQTFKLTSLQNFSSCLPNTCTTLVSNHSLSHRQPETVLTETPQDTIELNRLNLESSNSKYSLNTDSSVSYIDSTVISPDNVPLGPGTAILSKQVQNKPKTGRSLLGGPTALSPLTPSFGILPLETPSPGDGSYLQN.... Result: 0 (no interaction).